From a dataset of Reaction yield outcomes from USPTO patents with 853,638 reactions. Predict the reaction yield, written as a fraction of the theoretical maximum amount of product (1.0 means a 100% yield; for example, 0.34 means a 34% yield). (1) The reactants are Cl[S:2]([C:5]1[CH:6]=[C:7]([CH:11]=[CH:12][CH:13]=1)[C:8]([OH:10])=[O:9])(=[O:4])=[O:3].[NH2:14][CH2:15][C:16]1[CH:17]=[CH:18][C:19]([F:42])=[C:20]([C:22]2[CH:27]=[CH:26][CH:25]=[C:24]([CH2:28][N:29]3[CH2:34][CH2:33][N:32]([C:35]([O:37][C:38]([CH3:41])([CH3:40])[CH3:39])=[O:36])[CH2:31][CH2:30]3)[CH:23]=2)[CH:21]=1.CCN(CC)CC. The catalyst is C(Cl)Cl. The product is [CH3:41][C:38]([O:37][C:35]([N:32]1[CH2:33][CH2:34][N:29]([CH2:28][C:24]2[CH:23]=[C:22]([C:20]3[C:19]([F:42])=[CH:18][CH:17]=[C:16]([CH2:15][NH:14][S:2]([C:5]4[CH:6]=[C:7]([CH:11]=[CH:12][CH:13]=4)[C:8]([OH:10])=[O:9])(=[O:4])=[O:3])[CH:21]=3)[CH:27]=[CH:26][CH:25]=2)[CH2:30][CH2:31]1)=[O:36])([CH3:39])[CH3:40]. The yield is 0.430. (2) The reactants are [C:1]([O:4]O)(=[O:3])[CH3:2].[O:6]=[CH:7][C@@H:8]([C@H:10]([C@@H:12]([C@@H:14]([CH2:16][OH:17])O)[OH:13])[OH:11])[OH:9].[CH3:18][CH2:19][CH2:20][CH2:21][CH2:22][CH2:23][CH2:24][CH:25](O)[CH2:26][CH2:27][CH2:28][CH2:29][CH2:30][CH2:31][CH3:32].B(F)(F)F.[O:38]([CH2:41][CH3:42])CC. The catalyst is ClCCCl. The product is [C:1]([O:4][C@@H:14]1[C@@H:12]([O:13][C:1](=[O:3])[CH3:2])[C@H:10]([O:11][C:7](=[O:6])[CH3:8])[C@@H:8]([CH2:7][O:6][C:41](=[O:38])[CH3:42])[O:9][CH:16]1[O:17][CH:25]([CH2:26][CH2:27][CH2:28][CH2:29][CH2:30][CH2:31][CH3:32])[CH2:24][CH2:23][CH2:22][CH2:21][CH2:20][CH2:19][CH3:18])(=[O:3])[CH3:2]. The yield is 0.500. (3) The reactants are [CH3:1][C:2]1[CH:7]=[CH:6][N:5]=[C:4]([CH2:8]O)[CH:3]=1.S(Cl)([Cl:12])=O. The catalyst is C(Cl)Cl. The product is [Cl:12][CH2:8][C:4]1[CH:3]=[C:2]([CH3:1])[CH:7]=[CH:6][N:5]=1. The yield is 0.721. (4) The reactants are [C:1]([O:5][C:6]([NH:8][CH:9]([C:29]([OH:31])=[O:30])[CH2:10][CH2:11][CH2:12][CH2:13][NH:14][S:15]([C:18]1[C:23]([Cl:24])=[CH:22][CH:21]=[C:20]([N+:25]([O-])=O)[C:19]=1[OH:28])(=[O:17])=[O:16])=[O:7])([CH3:4])([CH3:3])[CH3:2].[H][H]. The catalyst is [Pd]. The product is [C:1]([O:5][C:6]([NH:8][CH:9]([C:29]([OH:31])=[O:30])[CH2:10][CH2:11][CH2:12][CH2:13][NH:14][S:15]([C:18]1[C:23]([Cl:24])=[CH:22][CH:21]=[C:20]([NH2:25])[C:19]=1[OH:28])(=[O:16])=[O:17])=[O:7])([CH3:4])([CH3:2])[CH3:3]. The yield is 1.00. (5) The reactants are [F:1][C:2]1[CH:10]=[C:9]2[C:5]([CH:6]=[C:7]([CH3:11])[NH:8]2)=[CH:4][C:3]=1[O:12]C.B(Br)(Br)Br. The catalyst is C(Cl)Cl. The product is [F:1][C:2]1[CH:10]=[C:9]2[C:5]([CH:6]=[C:7]([CH3:11])[NH:8]2)=[CH:4][C:3]=1[OH:12]. The yield is 0.800. (6) The reactants are [Cl:1][C:2]1[CH:9]=[C:8]([Cl:10])[CH:7]=[CH:6][C:3]=1[CH:4]=O.C[Si]([C:15]#[N:16])(C)C.CCN(S(F)(F)[F:23])CC. The catalyst is ClCCl.[Zn+2].[I-].[I-]. The product is [Cl:1][C:2]1[CH:9]=[C:8]([Cl:10])[CH:7]=[CH:6][C:3]=1[CH:4]([F:23])[C:15]#[N:16]. The yield is 0.354. (7) The reactants are [I:1]I.[N+:3]([C:6]1[CH:7]=[C:8]([CH:12]=[CH:13][CH:14]=1)[C:9]([OH:11])=[O:10])([O-:5])=[O:4]. The catalyst is S(=O)(=O)(O)O. The product is [I:1][C:13]1[CH:12]=[C:8]([CH:7]=[C:6]([N+:3]([O-:5])=[O:4])[CH:14]=1)[C:9]([OH:11])=[O:10]. The yield is 0.980. (8) The reactants are [N:1]1([C:10]2[CH:15]=[CH:14][N:13]=[C:12]([NH:16][CH:17]3[CH2:26][CH2:25][C:20]4(OCC[O:21]4)[CH2:19][CH2:18]3)[N:11]=2)[C:5]2[CH:6]=[CH:7][CH:8]=[CH:9][C:4]=2[N:3]=[N:2]1.Cl.C([O-])(O)=O.[Na+]. The catalyst is C1COCC1. The product is [N:1]1([C:10]2[CH:15]=[CH:14][N:13]=[C:12]([NH:16][CH:17]3[CH2:18][CH2:19][C:20](=[O:21])[CH2:25][CH2:26]3)[N:11]=2)[C:5]2[CH:6]=[CH:7][CH:8]=[CH:9][C:4]=2[N:3]=[N:2]1. The yield is 0.700.